Dataset: NCI-60 drug combinations with 297,098 pairs across 59 cell lines. Task: Regression. Given two drug SMILES strings and cell line genomic features, predict the synergy score measuring deviation from expected non-interaction effect. (1) Drug 1: CCC1=CC2CC(C3=C(CN(C2)C1)C4=CC=CC=C4N3)(C5=C(C=C6C(=C5)C78CCN9C7C(C=CC9)(C(C(C8N6C)(C(=O)OC)O)OC(=O)C)CC)OC)C(=O)OC.C(C(C(=O)O)O)(C(=O)O)O. Drug 2: C1CC(=O)NC(=O)C1N2C(=O)C3=CC=CC=C3C2=O. Cell line: NCI-H226. Synergy scores: CSS=45.7, Synergy_ZIP=1.82, Synergy_Bliss=2.17, Synergy_Loewe=-26.1, Synergy_HSA=1.80. (2) Drug 1: C1C(C(OC1N2C=NC3=C(N=C(N=C32)Cl)N)CO)O. Drug 2: CC1CCC2CC(C(=CC=CC=CC(CC(C(=O)C(C(C(=CC(C(=O)CC(OC(=O)C3CCCCN3C(=O)C(=O)C1(O2)O)C(C)CC4CCC(C(C4)OC)O)C)C)O)OC)C)C)C)OC. Cell line: OVCAR-4. Synergy scores: CSS=13.8, Synergy_ZIP=-5.10, Synergy_Bliss=-2.38, Synergy_Loewe=-4.68, Synergy_HSA=-1.77. (3) Drug 2: CS(=O)(=O)CCNCC1=CC=C(O1)C2=CC3=C(C=C2)N=CN=C3NC4=CC(=C(C=C4)OCC5=CC(=CC=C5)F)Cl. Drug 1: CC(C)(C1=NC(=CC=C1)N2C3=NC(=NC=C3C(=O)N2CC=C)NC4=CC=C(C=C4)N5CCN(CC5)C)O. Synergy scores: CSS=41.6, Synergy_ZIP=4.56, Synergy_Bliss=4.84, Synergy_Loewe=9.21, Synergy_HSA=11.2. Cell line: SK-OV-3. (4) Drug 1: CCN(CC)CCCC(C)NC1=C2C=C(C=CC2=NC3=C1C=CC(=C3)Cl)OC. Drug 2: CC1C(C(CC(O1)OC2CC(CC3=C2C(=C4C(=C3O)C(=O)C5=CC=CC=C5C4=O)O)(C(=O)C)O)N)O. Cell line: RXF 393. Synergy scores: CSS=47.1, Synergy_ZIP=-4.33, Synergy_Bliss=-3.55, Synergy_Loewe=-3.03, Synergy_HSA=-0.957. (5) Drug 1: CNC(=O)C1=CC=CC=C1SC2=CC3=C(C=C2)C(=NN3)C=CC4=CC=CC=N4. Cell line: HOP-62. Drug 2: CC=C1C(=O)NC(C(=O)OC2CC(=O)NC(C(=O)NC(CSSCCC=C2)C(=O)N1)C(C)C)C(C)C. Synergy scores: CSS=45.8, Synergy_ZIP=0.0814, Synergy_Bliss=-1.79, Synergy_Loewe=-68.8, Synergy_HSA=-3.70. (6) Drug 2: N.N.Cl[Pt+2]Cl. Synergy scores: CSS=20.9, Synergy_ZIP=-8.45, Synergy_Bliss=1.22, Synergy_Loewe=2.61, Synergy_HSA=2.75. Drug 1: C1C(C(OC1N2C=NC3=C2NC=NCC3O)CO)O. Cell line: UACC-257. (7) Drug 1: CC1OCC2C(O1)C(C(C(O2)OC3C4COC(=O)C4C(C5=CC6=C(C=C35)OCO6)C7=CC(=C(C(=C7)OC)O)OC)O)O. Drug 2: CC1=C2C(C(=O)C3(C(CC4C(C3C(C(C2(C)C)(CC1OC(=O)C(C(C5=CC=CC=C5)NC(=O)OC(C)(C)C)O)O)OC(=O)C6=CC=CC=C6)(CO4)OC(=O)C)O)C)O. Cell line: BT-549. Synergy scores: CSS=33.6, Synergy_ZIP=-11.8, Synergy_Bliss=-8.50, Synergy_Loewe=-8.92, Synergy_HSA=-4.23.